From a dataset of Full USPTO retrosynthesis dataset with 1.9M reactions from patents (1976-2016). Predict the reactants needed to synthesize the given product. (1) Given the product [Br:43][C:2]1[CH:18]=[CH:17][C:5]2[CH2:6][CH2:7][N:8]([C:11](=[O:16])[C:12]([F:15])([F:14])[F:13])[CH2:9][CH2:10][C:4]=2[CH:3]=1, predict the reactants needed to synthesize it. The reactants are: N[C:2]1[CH:18]=[CH:17][C:5]2[CH2:6][CH2:7][N:8]([C:11](=[O:16])[C:12]([F:15])([F:14])[F:13])[CH2:9][CH2:10][C:4]=2[CH:3]=1.N([O-])=O.[Na+].C(C1C=CC2CCN(C(=O)C(F)(F)F)CCC=2C=1)(=O)C.[BrH:43]. (2) Given the product [CH3:36][O:37][C:32](=[O:31])[CH:33]([N:34]1[C:4]2[C:9](=[CH:8][C:7]([C:11]([OH:20])([C:12]([F:13])([F:14])[F:15])[C:16]([F:17])([F:19])[F:18])=[CH:6][CH:5]=2)[CH2:10][CH:2]1[CH3:1])[C:4]1[CH:9]=[CH:8][CH:7]=[CH:6][CH:5]=1, predict the reactants needed to synthesize it. The reactants are: [CH3:1][CH:2]1[CH2:10][C:9]2[C:4](=[CH:5][CH:6]=[C:7]([C:11]([O:20][Si](CC)(CC)CC)([C:16]([F:19])([F:18])[F:17])[C:12]([F:15])([F:14])[F:13])[CH:8]=2)N1.[Na].CC[O:31][CH2:32][CH3:33].[NH4+:34].[Cl-].[CH3:36][OH:37]. (3) Given the product [OH:24][C:23]1([CH2:25][O:5][CH2:4][C:3]([F:7])([F:6])[F:2])[CH2:26][CH:19]2[C:18](=[O:27])[N:17]([C:14]3[CH:13]=[CH:12][C:11]([O:10][C:9]([F:8])([F:28])[F:29])=[CH:16][CH:15]=3)[CH2:21][CH:20]2[CH2:22]1, predict the reactants needed to synthesize it. The reactants are: [Na].[F:2][C:3]([F:7])([F:6])[CH2:4][OH:5].[F:8][C:9]([F:29])([F:28])[O:10][C:11]1[CH:16]=[CH:15][C:14]([N:17]2[CH2:21][CH:20]3[CH2:22][C:23]4([CH2:26][CH:19]3[C:18]2=[O:27])[CH2:25][O:24]4)=[CH:13][CH:12]=1. (4) Given the product [Br:1][C:2]1[CH:7]=[CH:6][C:5]([CH2:8][CH2:9][NH:10][C:18](=[O:19])[O:20][C:21]([CH3:24])([CH3:23])[CH3:22])=[CH:4][CH:3]=1, predict the reactants needed to synthesize it. The reactants are: [Br:1][C:2]1[CH:7]=[CH:6][C:5]([CH2:8][CH2:9][NH2:10])=[CH:4][CH:3]=1.C(N(CC)CC)C.[C:18](O[C:18]([O:20][C:21]([CH3:24])([CH3:23])[CH3:22])=[O:19])([O:20][C:21]([CH3:24])([CH3:23])[CH3:22])=[O:19]. (5) Given the product [CH3:1][C@H:2]1[CH2:7][CH2:6][C@H:5]([C:8]([N:14]([CH:12]([CH3:13])[CH3:11])[C:15]2[CH:19]=[CH:18][S:17][C:16]=2[C:20]([O:22][CH3:23])=[O:21])=[O:9])[CH2:4][CH2:3]1, predict the reactants needed to synthesize it. The reactants are: [CH3:1][C@H:2]1[CH2:7][CH2:6][C@H:5]([C:8](Cl)=[O:9])[CH2:4][CH2:3]1.[CH3:11][CH:12]([NH:14][C:15]1[CH:19]=[CH:18][S:17][C:16]=1[C:20]([O:22][CH3:23])=[O:21])[CH3:13].C(=O)(O)[O-].[Na+].